This data is from Full USPTO retrosynthesis dataset with 1.9M reactions from patents (1976-2016). The task is: Predict the reactants needed to synthesize the given product. (1) Given the product [C:4]([C:3]1[C:6]([C:10]([F:13])([F:12])[F:11])=[CH:7][CH:8]=[CH:9][C:2]=1[N:14]1[CH2:19][CH2:18][NH:17][CH2:16][CH2:15]1)#[N:5], predict the reactants needed to synthesize it. The reactants are: F[C:2]1[CH:9]=[CH:8][CH:7]=[C:6]([C:10]([F:13])([F:12])[F:11])[C:3]=1[C:4]#[N:5].[NH:14]1[CH2:19][CH2:18][NH:17][CH2:16][CH2:15]1. (2) Given the product [Br:11][C:4]1[CH:3]=[C:2]([I:1])[CH:10]=[CH:9][C:5]=1[C:6]([O:8][CH2:17][CH3:18])=[O:7], predict the reactants needed to synthesize it. The reactants are: [I:1][C:2]1[CH:10]=[CH:9][C:5]([C:6]([OH:8])=[O:7])=[C:4]([Br:11])[CH:3]=1.OS(O)(=O)=O.[CH3:17][CH2:18]O.